This data is from Peptide-MHC class II binding affinity with 134,281 pairs from IEDB. The task is: Regression. Given a peptide amino acid sequence and an MHC pseudo amino acid sequence, predict their binding affinity value. This is MHC class II binding data. The peptide sequence is LIDDVLAILPLDDLK. The MHC is DRB1_0802 with pseudo-sequence DRB1_0802. The binding affinity (normalized) is 0.370.